This data is from Full USPTO retrosynthesis dataset with 1.9M reactions from patents (1976-2016). The task is: Predict the reactants needed to synthesize the given product. (1) Given the product [CH:1]([C:4]1[C:12]2[C:7](=[CH:8][CH:9]=[C:10]([O:13][C:14]3[C:15]([C:31]([F:32])([F:34])[F:33])=[CH:16][C:17]([CH2:18][CH:19]4[CH2:23][CH2:22][O:21][C:20]4=[O:24])=[CH:25][C:26]=3[C:27]([F:29])([F:30])[F:28])[CH:11]=2)[NH:6][CH:5]=1)([CH3:3])[CH3:2], predict the reactants needed to synthesize it. The reactants are: [CH:1]([C:4]1[C:12]2[C:7](=[CH:8][CH:9]=[C:10]([O:13][C:14]3[C:26]([C:27]([F:30])([F:29])[F:28])=[CH:25][C:17]([CH:18]=[C:19]4[CH2:23][CH2:22][O:21][C:20]4=[O:24])=[CH:16][C:15]=3[C:31]([F:34])([F:33])[F:32])[CH:11]=2)[NH:6][CH:5]=1)([CH3:3])[CH3:2]. (2) The reactants are: Br[C:2]1[CH:3]=[C:4]([CH3:11])[C:5]([N:8]([CH3:10])[CH3:9])=[N:6][CH:7]=1.CC([O-])=O.[K+].CC1(C)C(C)(C)[O:21][B:20](B2OC(C)(C)C(C)(C)O2)[O:19]1.O. Given the product [CH3:9][N:8]([CH3:10])[C:5]1[N:6]=[CH:7][C:2]([B:20]([OH:21])[OH:19])=[CH:3][C:4]=1[CH3:11], predict the reactants needed to synthesize it.